From a dataset of Forward reaction prediction with 1.9M reactions from USPTO patents (1976-2016). Predict the product of the given reaction. (1) Given the reactants C(O[C:4]([C:6]1[C:11](=[O:12])[N:10]([CH2:13][C:14]2[C:19]([F:20])=[CH:18][CH:17]=[CH:16][C:15]=2[F:21])[N:9]2[CH:22]=[CH:23][CH:24]=[C:8]2[C:7]=1[OH:25])=[O:5])C.[NH2:26][CH2:27][C:28]([O-:30])=[O:29].[Na+], predict the reaction product. The product is: [F:20][C:19]1[CH:18]=[CH:17][CH:16]=[C:15]([F:21])[C:14]=1[CH2:13][N:10]1[C:11](=[O:12])[C:6]([C:4]([NH:26][CH2:27][C:28]([OH:30])=[O:29])=[O:5])=[C:7]([OH:25])[C:8]2=[CH:24][CH:23]=[CH:22][N:9]12. (2) The product is: [Cl:1][C:2]1[C:3]([F:25])=[C:4]([NH:9][C:10]2[C:19]3[C:14](=[CH:15][C:16]([O:23][CH3:24])=[C:17]([NH2:20])[CH:18]=3)[N:13]=[CH:12][N:11]=2)[CH:5]=[CH:6][C:7]=1[Cl:8]. Given the reactants [Cl:1][C:2]1[C:3]([F:25])=[C:4]([NH:9][C:10]2[C:19]3[C:14](=[CH:15][C:16]([O:23][CH3:24])=[C:17]([N+:20]([O-])=O)[CH:18]=3)[N:13]=[CH:12][N:11]=2)[CH:5]=[CH:6][C:7]=1[Cl:8], predict the reaction product. (3) The product is: [C:1]([O:5][C:6]([N:8]1[C@H:13]([CH2:14][NH:15][C:25]([C:24]2[N:23]3[C:19]([S:20][CH:21]=[CH:22]3)=[N:18][C:17]=2[CH3:16])=[O:26])[CH2:12][C@H:11]2[C@@H:9]1[CH2:10]2)=[O:7])([CH3:4])([CH3:3])[CH3:2]. Given the reactants [C:1]([O:5][C:6]([N:8]1[C@H:13]([CH2:14][NH2:15])[CH2:12][C@H:11]2[C@@H:9]1[CH2:10]2)=[O:7])([CH3:4])([CH3:3])[CH3:2].[CH3:16][C:17]1[N:18]=[C:19]2[N:23]([C:24]=1[C:25](O)=[O:26])[CH:22]=[CH:21][S:20]2, predict the reaction product.